Task: Predict the product of the given reaction.. Dataset: Forward reaction prediction with 1.9M reactions from USPTO patents (1976-2016) (1) Given the reactants [Cl:1][C:2]1[CH:7]=[CH:6][CH:5]=[C:4]([F:8])[C:3]=1[N:9]1[CH:18]=[C:12]2[CH:13]=[N+:14]([O-])[CH:15]=[CH:16][C:11]2=[N:10]1.P(Br)(Br)([Br:21])=O, predict the reaction product. The product is: [Br:21][C:13]1[C:12]2=[CH:18][N:9]([C:3]3[C:4]([F:8])=[CH:5][CH:6]=[CH:7][C:2]=3[Cl:1])[N:10]=[C:11]2[CH:16]=[CH:15][N:14]=1. (2) Given the reactants [NH2:1][C:2]1([C:7]([OH:9])=[O:8])[CH2:6][CH2:5][O:4][CH2:3]1.S(Cl)([Cl:12])=O, predict the reaction product. The product is: [ClH:12].[CH2:3]([O:8][C:7]([C:2]1([NH2:1])[CH2:6][CH2:5][O:4][CH2:3]1)=[O:9])[CH:2]([CH3:7])[CH3:6]. (3) Given the reactants [CH3:1][O:2][C:3]1[CH:4]=[C:5]2[C:10](=[CH:11][C:12]=1[O:13][CH3:14])[N:9]=[CH:8][CH:7]=[C:6]2[O:15][C:16]1[CH:22]=[CH:21][C:19]([NH2:20])=[C:18]([CH3:23])[C:17]=1[CH3:24].C(N(CC)CC)C.[C:32](Cl)(Cl)=[S:33].[N:36]1([CH2:42][CH2:43][NH2:44])[CH2:41][CH2:40][CH2:39][CH2:38][CH2:37]1, predict the reaction product. The product is: [CH3:1][O:2][C:3]1[CH:4]=[C:5]2[C:10](=[CH:11][C:12]=1[O:13][CH3:14])[N:9]=[CH:8][CH:7]=[C:6]2[O:15][C:16]1[CH:22]=[CH:21][C:19]([NH:20][C:32]([NH:44][CH2:43][CH2:42][N:36]2[CH2:41][CH2:40][CH2:39][CH2:38][CH2:37]2)=[S:33])=[C:18]([CH3:23])[C:17]=1[CH3:24]. (4) Given the reactants ClC1N=C(Cl)C([N+]([O-])=O)=CN=1.[N+:12]([NH:15][C@H:16]([C:24]([OH:26])=[O:25])[CH2:17][C:18]1[CH:23]=[CH:22][CH:21]=[CH:20][CH:19]=1)([O-])=O, predict the reaction product. The product is: [NH2:12][NH:15][C@H:16]([C:24]([OH:26])=[O:25])[CH2:17][C:18]1[CH:23]=[CH:22][CH:21]=[CH:20][CH:19]=1. (5) Given the reactants [C:1](=[O:8])([O:3][C:4]([CH3:7])([CH3:6])[CH3:5])[NH2:2].FC(F)(F)C(O)=O.C([SiH](CC)CC)C.[F:23][C:24]1[C:25]([NH:36][C:37]2[CH:42]=[CH:41][C:40]([I:43])=[CH:39][C:38]=2[F:44])=[C:26]([CH:30]=[C:31]([CH:34]=O)[C:32]=1[F:33])[C:27]([OH:29])=[O:28], predict the reaction product. The product is: [C:4]([O:3][C:1]([NH:2][CH2:34][C:31]1[C:32]([F:33])=[C:24]([F:23])[C:25]([NH:36][C:37]2[CH:42]=[CH:41][C:40]([I:43])=[CH:39][C:38]=2[F:44])=[C:26]([CH:30]=1)[C:27]([OH:29])=[O:28])=[O:8])([CH3:7])([CH3:6])[CH3:5]. (6) Given the reactants [C:1](N1C=CN=C1)(N1C=CN=C1)=[O:2].[F:13][C:14]1[CH:39]=[C:38]([F:40])[C:37]([F:41])=[CH:36][C:15]=1[NH:16][C:17]1[CH:33]=[C:32]([F:34])[C:31]([F:35])=[CH:30][C:18]=1[C:19]([NH:21][O:22][CH2:23][C:24]1[CH:29]=[CH:28][CH:27]=[CH:26][CH:25]=1)=[O:20], predict the reaction product. The product is: [F:13][C:14]1[CH:39]=[C:38]([F:40])[C:37]([F:41])=[CH:36][C:15]=1[N:16]1[C:17]2[C:18](=[CH:30][C:31]([F:35])=[C:32]([F:34])[CH:33]=2)[C:19](=[O:20])[N:21]([O:22][CH2:23][C:24]2[CH:25]=[CH:26][CH:27]=[CH:28][CH:29]=2)[C:1]1=[O:2]. (7) Given the reactants [CH:1]1([S:4]([C:7]2[CH:12]=[CH:11][C:10]([CH:13]([C:21]3[NH:25][C:24]([C:26]4[N:31]=[CH:30][C:29](C=O)=[CH:28][CH:27]=4)=[CH:23][CH:22]=3)[CH2:14][CH:15]3[CH2:20][CH2:19][O:18][CH2:17][CH2:16]3)=[CH:9][CH:8]=2)(=[O:6])=[O:5])[CH2:3][CH2:2]1.CS(CSC)=O.C[OH:41].[OH-].C([N+](C)(C)C)C1C=CC=CC=1.[O:54]1[CH2:58]C[CH2:56][CH2:55]1, predict the reaction product. The product is: [CH:1]1([S:4]([C:7]2[CH:8]=[CH:9][C:10]([CH:13]([C:21]3[NH:25][C:24]([C:26]4[N:31]=[CH:30][C:29]([CH2:56][C:55]([O:54][CH3:58])=[O:41])=[CH:28][CH:27]=4)=[CH:23][CH:22]=3)[CH2:14][CH:15]3[CH2:20][CH2:19][O:18][CH2:17][CH2:16]3)=[CH:11][CH:12]=2)(=[O:6])=[O:5])[CH2:2][CH2:3]1. (8) Given the reactants Br[C:2]1[CH:7]=[CH:6][C:5]([C@@H:8]([N:10]2[CH2:15][CH2:14][C@:13]([CH2:22][CH2:23][CH2:24][N:25]([CH3:30])[S:26]([CH3:29])(=[O:28])=[O:27])([C:16]3[CH:21]=[CH:20][CH:19]=[CH:18][CH:17]=3)[O:12][C:11]2=[O:31])[CH3:9])=[CH:4][CH:3]=1.[CH3:32][C:33]1[CH:38]=[C:37](B(O)O)[CH:36]=[CH:35][N:34]=1, predict the reaction product. The product is: [CH3:30][N:25]([CH2:24][CH2:23][CH2:22][C@@:13]1([C:16]2[CH:21]=[CH:20][CH:19]=[CH:18][CH:17]=2)[O:12][C:11](=[O:31])[N:10]([C@H:8]([C:5]2[CH:6]=[CH:7][C:2]([C:37]3[CH:36]=[CH:35][N:34]=[C:33]([CH3:32])[CH:38]=3)=[CH:3][CH:4]=2)[CH3:9])[CH2:15][CH2:14]1)[S:26]([CH3:29])(=[O:28])=[O:27]. (9) Given the reactants [K+].[CH3:2][S:3][C:4]1[N:8]([CH2:9][O:10][CH2:11][CH2:12][Si:13]([CH3:16])([CH3:15])[CH3:14])[C:7]([C:17]([O-:19])=O)=[CH:6][N:5]=1.[C:20]1([C:26]2[CH:31]=[C:30]([CH2:32][CH2:33][N:34]3[CH2:39][CH2:38][O:37][CH2:36][CH2:35]3)[CH:29]=[CH:28][C:27]=2[NH2:40])[CH2:25][CH2:24][CH2:23][CH2:22][CH:21]=1.C1CN([P+](Br)(N2CCCC2)N2CCCC2)CC1.F[P-](F)(F)(F)(F)F.CCN(C(C)C)C(C)C, predict the reaction product. The product is: [C:20]1([C:26]2[CH:31]=[C:30]([CH2:32][CH2:33][N:34]3[CH2:35][CH2:36][O:37][CH2:38][CH2:39]3)[CH:29]=[CH:28][C:27]=2[NH:40][C:17]([C:7]2[N:8]([CH2:9][O:10][CH2:11][CH2:12][Si:13]([CH3:14])([CH3:15])[CH3:16])[C:4]([S:3][CH3:2])=[N:5][CH:6]=2)=[O:19])[CH2:25][CH2:24][CH2:23][CH2:22][CH:21]=1.